Dataset: Full USPTO retrosynthesis dataset with 1.9M reactions from patents (1976-2016). Task: Predict the reactants needed to synthesize the given product. (1) Given the product [C:8]1([C:32]2[CH:37]=[CH:36][CH:35]=[CH:34][CH:33]=2)[CH:13]=[CH:12][CH:11]=[C:10]([CH2:14][CH2:15][C:16]([N:19]2[CH2:20][CH2:21][NH:22][CH2:23][CH2:24]2)([CH3:18])[CH3:17])[CH:9]=1, predict the reactants needed to synthesize it. The reactants are: FC(F)(F)C(O)=O.[C:8]1([C:32]2[CH:37]=[CH:36][CH:35]=[CH:34][CH:33]=2)[CH:13]=[CH:12][CH:11]=[C:10]([CH2:14][CH2:15][C:16]([N:19]2[CH2:24][CH2:23][N:22](C(OC(C)(C)C)=O)[CH2:21][CH2:20]2)([CH3:18])[CH3:17])[CH:9]=1. (2) Given the product [C:22]([O:21][C:19]([N:16]1[CH2:17][CH2:18][N:13]([C:6]2[C:7]3[C:12](=[CH:11][CH:10]=[CH:9][CH:8]=3)[NH:4][CH:5]=2)[CH2:14][CH2:15]1)=[O:20])([CH3:25])([CH3:23])[CH3:24], predict the reactants needed to synthesize it. The reactants are: C([N:4]1[C:12]2[C:7](=[CH:8][CH:9]=[CH:10][CH:11]=2)[C:6]([N:13]2[CH2:18][CH2:17][N:16]([C:19]([O:21][C:22]([CH3:25])([CH3:24])[CH3:23])=[O:20])[CH2:15][CH2:14]2)=[CH:5]1)(=O)C.CCN(CC)CC. (3) Given the product [C:1]([O:5][C:6]([N:8]1[CH2:13][CH2:12][CH:11]([NH:15][C:16]2[CH:21]=[CH:20][CH:19]=[CH:18][CH:17]=2)[CH2:10][CH2:9]1)=[O:7])([CH3:4])([CH3:3])[CH3:2], predict the reactants needed to synthesize it. The reactants are: [C:1]([O:5][C:6]([N:8]1[CH2:13][CH2:12][C:11](=O)[CH2:10][CH2:9]1)=[O:7])([CH3:4])([CH3:3])[CH3:2].[NH2:15][C:16]1[CH:21]=[CH:20][CH:19]=[CH:18][CH:17]=1. (4) Given the product [CH2:12]([CH2:22][O:11][CH2:10][CH2:9][N:6]1[CH2:7][CH2:8][O:3][CH2:4][CH2:5]1)[CH:13]1[O:17][CH2:16][CH2:15][CH2:14]1, predict the reactants needed to synthesize it. The reactants are: [H-].[Na+].[O:3]1[CH2:8][CH2:7][N:6]([CH2:9][CH2:10][OH:11])[CH2:5][CH2:4]1.[CH2:12](Br)[CH:13]1[O:17][CH2:16][CH2:15][CH2:14]1.[I-].[Na+].O1CCC[CH2:22]1. (5) The reactants are: Br[CH2:2][C:3]1[CH:8]=[CH:7][CH:6]=[CH:5][C:4]=1[N+:9]([O-:11])=[O:10].[NH2:12][CH:13]1[CH2:18][CH2:17][N:16]([C:19]([O:21][C:22]([CH3:25])([CH3:24])[CH3:23])=[O:20])[CH2:15][CH2:14]1.O. Given the product [N+:9]([C:4]1[CH:5]=[CH:6][CH:7]=[CH:8][C:3]=1[CH2:2][NH:12][CH:13]1[CH2:14][CH2:15][N:16]([C:19]([O:21][C:22]([CH3:25])([CH3:24])[CH3:23])=[O:20])[CH2:17][CH2:18]1)([O-:11])=[O:10], predict the reactants needed to synthesize it. (6) Given the product [O:38]=[C:32]1[CH:31]([N:25]2[CH2:24][C:23]3[C:27](=[CH:28][CH:29]=[C:21]([CH2:20][NH:19][C:17]([NH:16][C:11]4[CH:12]=[CH:13][C:14]([CH3:15])=[C:9]([OH:8])[CH:10]=4)=[O:18])[CH:22]=3)[C:26]2=[O:30])[CH2:36][CH2:35][C:34](=[O:37])[NH:33]1, predict the reactants needed to synthesize it. The reactants are: [Si]([O:8][C:9]1[CH:10]=[C:11]([NH:16][C:17]([NH:19][CH2:20][C:21]2[CH:22]=[C:23]3[C:27](=[CH:28][CH:29]=2)[C:26](=[O:30])[N:25]([CH:31]2[CH2:36][CH2:35][C:34](=[O:37])[NH:33][C:32]2=[O:38])[CH2:24]3)=[O:18])[CH:12]=[CH:13][C:14]=1[CH3:15])(C(C)(C)C)(C)C.[F-].[Cs+].